From a dataset of Forward reaction prediction with 1.9M reactions from USPTO patents (1976-2016). Predict the product of the given reaction. Given the reactants [CH:1]1([C:4]([OH:6])=O)[CH2:3][CH2:2]1.CCN=C=NCCCN(C)C.C1C=CC2N(O)N=NC=2C=1.Cl.[C:29]1([C:35]2[N:39]3[CH2:40][CH2:41][NH:42][CH2:43][C:38]3=[C:37]([C:44]([NH:46][CH:47]3[C:52]([CH3:54])([CH3:53])[CH:51]4[CH2:55][C:48]3([CH3:56])[CH2:49][CH2:50]4)=[O:45])[N:36]=2)[CH:34]=[CH:33][CH:32]=[CH:31][CH:30]=1, predict the reaction product. The product is: [CH:1]1([C:4]([N:42]2[CH2:41][CH2:40][N:39]3[C:35]([C:29]4[CH:34]=[CH:33][CH:32]=[CH:31][CH:30]=4)=[N:36][C:37]([C:44]([NH:46][CH:47]4[C:52]([CH3:53])([CH3:54])[CH:51]5[CH2:55][C:48]4([CH3:56])[CH2:49][CH2:50]5)=[O:45])=[C:38]3[CH2:43]2)=[O:6])[CH2:3][CH2:2]1.